Dataset: Catalyst prediction with 721,799 reactions and 888 catalyst types from USPTO. Task: Predict which catalyst facilitates the given reaction. (1) Product: [F:1][C:2]1[CH:7]=[CH:6][CH:5]=[CH:4][C:3]=1[CH:8]([C:9]([O:11][C:16]1[C:15]([Cl:20])=[CH:27][C:22]([Cl:21])=[CH:23][C:24]=1[Cl:29])=[O:10])[C:12]([O:14][C:27]1[C:22]([Cl:21])=[CH:23][C:24]([Cl:29])=[CH:25][C:26]=1[Cl:28])=[O:13]. The catalyst class is: 120. Reactant: [F:1][C:2]1[CH:7]=[CH:6][CH:5]=[CH:4][C:3]=1[CH:8]([C:12]([OH:14])=[O:13])[C:9]([OH:11])=[O:10].[C:15]([Cl:20])(=O)[C:16](Cl)=O.[Cl:21][C:22]1[CH:27]=[C:26]([Cl:28])[CH:25]=[C:24]([Cl:29])[C:23]=1O. (2) Reactant: [C:1]([O:5][C:6](=[O:46])[NH:7][CH:8]1[C:26](=[O:27])[N:25]2[CH:21]([CH2:22][CH:23]([O:28][Si](C(C)(C)C)(C)C)[CH2:24]2)[C:20](=[O:36])[NH:19][C:18]2([C:37]([NH:39][S:40]([CH:43]3[CH2:45][CH2:44]3)(=[O:42])=[O:41])=[O:38])[CH:16]([CH2:17]2)[CH:15]=[CH:14][CH2:13][CH2:12][CH2:11][CH2:10][CH2:9]1)([CH3:4])([CH3:3])[CH3:2].[F-].C([N+](CCCC)(CCCC)CCCC)CCC. Product: [C:1]([O:5][C:6](=[O:46])[NH:7][CH:8]1[C:26](=[O:27])[N:25]2[CH:21]([CH2:22][CH:23]([OH:28])[CH2:24]2)[C:20](=[O:36])[NH:19][C:18]2([C:37]([NH:39][S:40]([CH:43]3[CH2:45][CH2:44]3)(=[O:41])=[O:42])=[O:38])[CH:16]([CH2:17]2)[CH:15]=[CH:14][CH2:13][CH2:12][CH2:11][CH2:10][CH2:9]1)([CH3:4])([CH3:2])[CH3:3]. The catalyst class is: 1. (3) Reactant: [Cl:1][C:2]1[CH:7]=[CH:6][C:5]([C:8]2([OH:14])[CH2:13][CH2:12][NH:11][CH2:10][CH2:9]2)=[CH:4][CH:3]=1.O.C(=O)([O-])[O-].[Na+].[Na+].[C:22]([O:26][C:27](O[C:27]([O:26][C:22]([CH3:25])([CH3:24])[CH3:23])=[O:28])=[O:28])([CH3:25])([CH3:24])[CH3:23]. Product: [Cl:1][C:2]1[CH:7]=[CH:6][C:5]([C:8]2([OH:14])[CH2:9][CH2:10][N:11]([C:27]([O:26][C:22]([CH3:25])([CH3:24])[CH3:23])=[O:28])[CH2:12][CH2:13]2)=[CH:4][CH:3]=1. The catalyst class is: 12. (4) Reactant: [F:1][C:2]([F:7])([F:6])[C:3](=[S:5])[NH2:4].CC(O)(C)C.Cl[CH:14]([C:20](=O)[CH3:21])[C:15]([O:17][CH2:18][CH3:19])=[O:16]. Product: [CH3:21][C:20]1[N:4]=[C:3]([C:2]([F:7])([F:6])[F:1])[S:5][C:14]=1[C:15]([O:17][CH2:18][CH3:19])=[O:16]. The catalyst class is: 25. (5) The catalyst class is: 7. Reactant: [H-].[Al+3].[Li+].[H-].[H-].[H-].[CH2:7]([O:14][CH2:15][C:16]([CH2:20][O:21][CH2:22][C:23]1[CH:28]=[CH:27][CH:26]=[CH:25][CH:24]=1)=[CH:17][C:18]#[N:19])[C:8]1[CH:13]=[CH:12][CH:11]=[CH:10][CH:9]=1. Product: [CH2:22]([O:21][CH2:20][CH:16]([CH2:15][O:14][CH2:7][C:8]1[CH:9]=[CH:10][CH:11]=[CH:12][CH:13]=1)[CH2:17][CH2:18][NH2:19])[C:23]1[CH:24]=[CH:25][CH:26]=[CH:27][CH:28]=1. (6) Reactant: [C:1]([C:4]1[CH:16]=[C:15]([C:17]2[C:18]([CH3:23])=[N:19][O:20][C:21]=2[CH3:22])[CH:14]=[C:13]2[C:5]=1[C:6]1[CH:7]=[C:8]([C:24]([OH:26])=O)[CH:9]=[CH:10][C:11]=1[NH:12]2)(=[O:3])[NH2:2].CN(C(ON1N=NC2C=CC(=CC1=2)Cl)=[N+](C)C)C.F[P-](F)(F)(F)(F)F.[F:52][C:53]1([F:57])[CH2:56][NH:55][CH2:54]1.O. Product: [F:52][C:53]1([F:57])[CH2:56][N:55]([C:24]([C:8]2[CH:7]=[C:6]3[C:11](=[CH:10][CH:9]=2)[NH:12][C:13]2[CH:14]=[C:15]([C:17]4[C:18]([CH3:23])=[N:19][O:20][C:21]=4[CH3:22])[CH:16]=[C:4]([C:1]([NH2:2])=[O:3])[C:5]3=2)=[O:26])[CH2:54]1. The catalyst class is: 239. (7) Reactant: [CH3:1][O:2][C:3](=[O:20])[C:4]1[CH:13]=[C:12]([O:14][CH:15]([CH3:17])[CH3:16])[CH:11]=[C:6]([C:7]([O:9][CH3:10])=[O:8])[C:5]=1[CH2:18]Br.[C-:21]#[N:22].[Na+]. Product: [C:21]([CH2:18][C:5]1[C:4]([C:3]([O:2][CH3:1])=[O:20])=[CH:13][C:12]([O:14][CH:15]([CH3:17])[CH3:16])=[CH:11][C:6]=1[C:7]([O:9][CH3:10])=[O:8])#[N:22]. The catalyst class is: 58. (8) Reactant: [ClH:1].[CH2:2]([N:4]([CH2:35][CH3:36])[C:5]([CH:7]1[CH2:12][CH2:11][CH2:10][N:9]([CH2:13][C:14]2[CH:19]=[CH:18][CH:17]=[C:16]([NH:20][C:21]([NH:23][C:24]3[N:25]=[C:26]([C:29]4[CH:34]=[CH:33][N:32]=[CH:31][CH:30]=4)[S:27][CH:28]=3)=[O:22])[N:15]=2)[CH2:8]1)=[O:6])[CH3:3].CO. Product: [ClH:1].[CH2:35]([N:4]([CH2:2][CH3:3])[C:5]([CH:7]1[CH2:12][CH2:11][CH2:10][N:9]([CH2:13][C:14]2[CH:19]=[CH:18][CH:17]=[C:16]([NH:20][C:21]([NH:23][C:24]3[N:25]=[C:26]([C:29]4[CH:30]=[CH:31][N:32]=[CH:33][CH:34]=4)[S:27][CH:28]=3)=[O:22])[N:15]=2)[CH2:8]1)=[O:6])[CH3:36]. The catalyst class is: 28. (9) Reactant: [NH2:1][C@H:2]1[CH2:6][CH2:5][N:4]([C:7]([O:9][C:10]([CH3:13])([CH3:12])[CH3:11])=[O:8])[CH2:3]1.N1C(C)=CC=CC=1C.[N+:22]([C:25]1[CH:30]=[C:29]([N+:31]([O-:33])=[O:32])[CH:28]=[CH:27][C:26]=1[S:34](Cl)(=[O:36])=[O:35])([O-:24])=[O:23].Cl. Product: [N+:22]([C:25]1[CH:30]=[C:29]([N+:31]([O-:33])=[O:32])[CH:28]=[CH:27][C:26]=1[S:34]([NH:1][C@H:2]1[CH2:6][CH2:5][N:4]([C:7]([O:9][C:10]([CH3:13])([CH3:12])[CH3:11])=[O:8])[CH2:3]1)(=[O:36])=[O:35])([O-:24])=[O:23]. The catalyst class is: 46.